From a dataset of Full USPTO retrosynthesis dataset with 1.9M reactions from patents (1976-2016). Predict the reactants needed to synthesize the given product. Given the product [CH2:1]([O:13][C:14]1[N:15]=[C:16]([Si:19]([CH:26]([CH3:27])[CH3:28])([CH:23]([CH3:25])[CH3:24])[CH:20]([CH3:21])[CH3:22])[S:17][C:18]=1[C:18]1[S:17][C:16]([Si:19]([CH:23]([CH3:24])[CH3:25])([CH:26]([CH3:27])[CH3:28])[CH:20]([CH3:22])[CH3:21])=[N:15][C:14]=1[O:13][CH2:30][CH2:31][CH2:32][CH2:33][CH2:8][CH2:7][CH2:6][CH2:5][CH2:4][CH2:3][CH2:2][CH3:1])[CH2:2][CH2:3][CH2:4][CH2:5][CH2:6][CH2:7][CH2:8][CH2:9][CH2:10][CH2:11][CH3:12], predict the reactants needed to synthesize it. The reactants are: [CH2:1]([O:13][C:14]1[N:15]=[C:16]([Si:19]([CH:26]([CH3:28])[CH3:27])([CH:23]([CH3:25])[CH3:24])[CH:20]([CH3:22])[CH3:21])[S:17][CH:18]=1)[CH2:2][CH2:3][CH2:4][CH2:5][CH2:6][CH2:7][CH2:8][CH2:9][CH2:10][CH2:11][CH3:12].[Li][CH2:30][CH2:31][CH2:32][CH3:33].